Dataset: Reaction yield outcomes from USPTO patents with 853,638 reactions. Task: Predict the reaction yield, written as a fraction of the theoretical maximum amount of product (1.0 means a 100% yield; for example, 0.34 means a 34% yield). (1) The reactants are [N:1]1[CH:6]=[CH:5][CH:4]=[CH:3][C:2]=1[N:7]1[CH2:12][CH2:11][NH:10][CH2:9][CH2:8]1.C=O.[F:15][C:16]([F:27])([F:26])[C:17]1[CH:18]=[C:19]([CH:23]=[CH:24][CH:25]=1)[C:20]([NH2:22])=[O:21].[C:28](=O)([O-])[O-].[K+].[K+]. The catalyst is C(O)C. The product is [N:1]1[CH:6]=[CH:5][CH:4]=[CH:3][C:2]=1[N:7]1[CH2:8][CH2:9][N:10]([CH2:28][NH:22][C:20](=[O:21])[C:19]2[CH:23]=[CH:24][CH:25]=[C:17]([C:16]([F:26])([F:27])[F:15])[CH:18]=2)[CH2:11][CH2:12]1. The yield is 0.550. (2) The reactants are [CH3:1][NH:2][C:3](=[O:5])[CH3:4].N1C(C)=CC=CC=1C.C(Cl)(=O)C(Cl)=O.[F:20][C:21]([F:57])([F:56])[CH:22]([C:49]1[CH:54]=[CH:53][N+:52]([O-])=[CH:51][CH:50]=1)[O:23][C:24]1[C:33]([N:34]([CH2:41][O:42][CH2:43][CH2:44][Si:45]([CH3:48])([CH3:47])[CH3:46])[S:35]([CH2:38][CH2:39][CH3:40])(=[O:37])=[O:36])=[N:32][C:31]2[C:26](=[CH:27][CH:28]=[CH:29][CH:30]=2)[N:25]=1.C(=O)(O)[O-].[Na+]. The catalyst is ClCCl.O. The product is [CH3:1][N:2]([C:53]1[CH:54]=[C:49]([CH:22]([O:23][C:24]2[C:33]([N:34]([CH2:41][O:42][CH2:43][CH2:44][Si:45]([CH3:47])([CH3:46])[CH3:48])[S:35]([CH2:38][CH2:39][CH3:40])(=[O:37])=[O:36])=[N:32][C:31]3[C:26](=[CH:27][CH:28]=[CH:29][CH:30]=3)[N:25]=2)[C:21]([F:20])([F:57])[F:56])[CH:50]=[CH:51][N:52]=1)[C:3](=[O:5])[CH3:4]. The yield is 0.990. (3) The reactants are [CH3:1][O:2][C:3]1[CH:4]=[C:5]2[C:10](=[CH:11][CH:12]=1)[NH:9][CH2:8][CH:7]=[CH:6]2.P(Cl)(Cl)(Cl)=O. The catalyst is C(#N)C. The product is [CH3:1][O:2][C:3]1[CH:4]=[C:5]2[C:10](=[CH:11][CH:12]=1)[N:9]=[CH:8][CH:7]=[CH:6]2. The yield is 0.970. (4) The reactants are [F:1][C:2]([F:36])([F:35])[O:3][C:4]1[CH:9]=[CH:8][C:7]([N:10]2[CH:14]=[N:13][C:12]([C:15]3[CH:20]=[CH:19][C:18]([CH2:21][CH2:22][CH2:23][N:24]4C(=O)C5C(=CC=CC=5)C4=O)=[CH:17][CH:16]=3)=[N:11]2)=[CH:6][CH:5]=1.CO.O.NN. The catalyst is ClCCl. The product is [F:36][C:2]([F:1])([F:35])[O:3][C:4]1[CH:5]=[CH:6][C:7]([N:10]2[CH:14]=[N:13][C:12]([C:15]3[CH:20]=[CH:19][C:18]([CH2:21][CH2:22][CH2:23][NH2:24])=[CH:17][CH:16]=3)=[N:11]2)=[CH:8][CH:9]=1. The yield is 0.950. (5) The yield is 0.870. The catalyst is N1C=CC=CC=1. The reactants are [S:1]1[C:5]2[CH:6]=[CH:7][CH:8]=[CH:9][C:4]=2[CH:3]=[C:2]1[S:10]([N:13]([CH2:15][P:16](=[O:19])([OH:18])[OH:17])[CH3:14])(=[O:12])=[O:11].[CH:20]1[C:25]([N+:26]([O-:28])=[O:27])=[CH:24][CH:23]=[C:22](O)[CH:21]=1.ClC(Cl)(Cl)C#N. The product is [NH4+:13].[N+:26]([C:25]1[CH:20]=[CH:21][C:22]([O:19][P:16]([CH2:15][N:13]([S:10]([C:2]2[S:1][C:5]3[CH:6]=[CH:7][CH:8]=[CH:9][C:4]=3[CH:3]=2)(=[O:11])=[O:12])[CH3:14])(=[O:18])[O-:17])=[CH:23][CH:24]=1)([O-:28])=[O:27]. (6) The catalyst is CO. The product is [C:21]1([NH:27][NH:28][NH:30][S:17]([C:15]2[CH:14]=[CH:13][C:11]3[N:12]=[C:8]([C:3]4[C:4]([CH3:7])=[N:5][NH:6][C:2]=4[NH2:1])[S:9][C:10]=3[CH:16]=2)(=[O:19])=[O:18])[CH:26]=[CH:25][CH:24]=[CH:23][CH:22]=1. The yield is 0.260. The reactants are [NH2:1][C:2]1[NH:6][N:5]=[C:4]([CH3:7])[C:3]=1[C:8]1[S:9][C:10]2[CH:16]=[C:15]([S:17](Cl)(=[O:19])=[O:18])[CH:14]=[CH:13][C:11]=2[N:12]=1.[C:21]1([NH:27][NH2:28])[CH:26]=[CH:25][CH:24]=[CH:23][CH:22]=1.C[N:30]1CCOCC1. (7) The reactants are C(N(CC)CC)C.[CH3:8][S:9](Cl)(=[O:11])=[O:10].[NH2:13][C:14]1[CH:19]=[CH:18][C:17]([NH:20][C:21]([N:23]2[CH2:28][CH2:27][N:26]([C:29]3[CH:34]=[CH:33][C:32]([NH:35][C:36]([NH:38][C:39]4[CH:44]=[C:43]([CH3:45])[CH:42]=[CH:41][C:40]=4[O:46][CH3:47])=[O:37])=[CH:31][CH:30]=3)[CH2:25][CH2:24]2)=[O:22])=[C:16]([Cl:48])[CH:15]=1. The catalyst is CC(N(C)C)=O.C(OCC)(=O)C. The product is [Cl:48][C:16]1[CH:15]=[C:14]([NH:13][S:9]([CH3:8])(=[O:11])=[O:10])[CH:19]=[CH:18][C:17]=1[NH:20][C:21]([N:23]1[CH2:28][CH2:27][N:26]([C:29]2[CH:34]=[CH:33][C:32]([NH:35][C:36]([NH:38][C:39]3[CH:44]=[C:43]([CH3:45])[CH:42]=[CH:41][C:40]=3[O:46][CH3:47])=[O:37])=[CH:31][CH:30]=2)[CH2:25][CH2:24]1)=[O:22]. The yield is 0.240.